From a dataset of Forward reaction prediction with 1.9M reactions from USPTO patents (1976-2016). Predict the product of the given reaction. (1) Given the reactants [CH:1]1([NH:7][CH:8]2[CH2:13][CH2:12][CH2:11][CH2:10][CH2:9]2)[CH2:6][CH2:5][CH2:4][CH2:3][CH2:2]1.C([N:16](CC)CC)C.ClC(Cl)(O[C:25](=[O:31])OC(Cl)(Cl)Cl)Cl.[NH:33]1[CH2:38][CH2:37][CH2:36][CH2:35][CH2:34]1, predict the reaction product. The product is: [CH:8]1([N:7]([CH:1]2[CH2:2][CH2:3][CH2:4][CH2:5][CH2:6]2)[C:25]([NH:16][N:33]2[CH2:38][CH2:37][CH2:36][CH2:35][CH2:34]2)=[O:31])[CH2:9][CH2:10][CH2:11][CH2:12][CH2:13]1. (2) Given the reactants [Br:1][C:2]1[CH:9]=[CH:8][C:5]([CH:6]=[O:7])=[C:4](F)[CH:3]=1.[CH3:11][O-:12].[Na+], predict the reaction product. The product is: [Br:1][C:2]1[CH:9]=[CH:8][C:5]([CH:6]=[O:7])=[C:4]([O:12][CH3:11])[CH:3]=1. (3) Given the reactants CS[C:3]1[N:4]=[CH:5][C:6]2[C:12](=[O:13])[CH2:11][CH:10]3[C:14](=[O:22])[NH:15][CH2:16][C:17]4([CH2:21][CH2:20][CH2:19][CH2:18]4)[N:9]3[C:7]=2[N:8]=1.CN(C)C(=O)C.[CH3:29][N:30]1[CH2:35][CH2:34][N:33]([C:36]2[CH:37]=[CH:38][C:39]([NH2:42])=[N:40][CH:41]=2)[CH2:32][CH2:31]1, predict the reaction product. The product is: [CH3:29][N:30]1[CH2:35][CH2:34][N:33]([C:36]2[CH:37]=[CH:38][C:39]([NH:42][C:3]3[N:4]=[CH:5][C:6]4[C:12](=[O:13])[CH2:11][CH:10]5[C:14](=[O:22])[NH:15][CH2:16][C:17]6([CH2:18][CH2:19][CH2:20][CH2:21]6)[N:9]5[C:7]=4[N:8]=3)=[N:40][CH:41]=2)[CH2:32][CH2:31]1. (4) Given the reactants [C:1](=[O:57])(OC1C=CC([N+]([O-])=O)=CC=1)[O:2][CH2:3][CH2:4][CH2:5][O:6][C:7]1[CH:12]=[CH:11][C:10]([CH2:13][C@H:14]([NH:35][C:36]([O:38][C@@H:39]2[C@H:46]3[C@H:42]([O:43][CH2:44][CH2:45]3)[O:41][CH2:40]2)=[O:37])[C@H:15]([OH:34])[CH2:16][N:17]([S:22]([C:25]2[CH:33]=[CH:32][C:28]3[O:29][CH2:30][O:31][C:27]=3[CH:26]=2)(=[O:24])=[O:23])[CH2:18][CH:19]([CH3:21])[CH3:20])=[CH:9][CH:8]=1.[OH-].[NH4+:59], predict the reaction product. The product is: [NH2:59][C:1]([O:2][CH2:3][CH2:4][CH2:5][O:6][C:7]1[CH:8]=[CH:9][C:10]([CH2:13][C@H:14]([NH:35][C:36](=[O:37])[O:38][C@@H:39]2[C@H:46]3[C@H:42]([O:43][CH2:44][CH2:45]3)[O:41][CH2:40]2)[C@H:15]([OH:34])[CH2:16][N:17]([S:22]([C:25]2[CH:33]=[CH:32][C:28]3[O:29][CH2:30][O:31][C:27]=3[CH:26]=2)(=[O:23])=[O:24])[CH2:18][CH:19]([CH3:20])[CH3:21])=[CH:11][CH:12]=1)=[O:57]. (5) Given the reactants C([NH2:4])(C)C.Cl.[C:6]([O:10][C:11]([NH:13][CH:14]([CH2:21][CH:22]([C:26]1[CH:31]=[C:30]([F:32])[CH:29]=[C:28]([F:33])[C:27]=1[F:34])[C:23](=O)[CH3:24])[C:15](OC(C)C)=[O:16])=[O:12])([CH3:9])([CH3:8])[CH3:7], predict the reaction product. The product is: [CH3:24][C@H:23]1[NH:4][C:15](=[O:16])[CH:14]([NH:13][C:11](=[O:12])[O:10][C:6]([CH3:9])([CH3:8])[CH3:7])[CH2:21][C@H:22]1[C:26]1[CH:31]=[C:30]([F:32])[CH:29]=[C:28]([F:33])[C:27]=1[F:34]. (6) Given the reactants C(O[C:4]([C:6]1[C:10]([C:11]2[CH:16]=[CH:15][CH:14]=[CH:13][CH:12]=2)=[CH:9][S:8][C:7]=1[NH2:17])=[O:5])C.Cl.[C:19](N)(=[NH:21])[CH3:20], predict the reaction product. The product is: [CH3:20][C:19]1[NH:21][C:4](=[O:5])[C:6]2[C:10]([C:11]3[CH:12]=[CH:13][CH:14]=[CH:15][CH:16]=3)=[CH:9][S:8][C:7]=2[N:17]=1.